Dataset: Full USPTO retrosynthesis dataset with 1.9M reactions from patents (1976-2016). Task: Predict the reactants needed to synthesize the given product. (1) Given the product [CH3:1][C:2]1[CH:6]=[CH:5][O:4][C:3]=1[C:7]([NH:34][C:35]1[CH:36]=[CH:37][C:38]([O:39][C:40]2[CH:45]=[CH:44][N:43]=[C:42]([C:46]3[NH:47][CH:48]=[CH:49][CH:50]=3)[CH:41]=2)=[CH:58][CH:59]=1)=[O:9], predict the reactants needed to synthesize it. The reactants are: [CH3:1][C:2]1[CH:6]=[CH:5][O:4][C:3]=1[C:7]([OH:9])=O.CN(C(ON1N=NC2C=CC=NC1=2)=[N+](C)C)C.F[P-](F)(F)(F)(F)F.[NH2:34][C:35]1[CH:59]=[CH:58][C:38]([O:39][C:40]2[CH:45]=[CH:44][N:43]=[C:42]([C:46]3[N:47](C(OC(C)(C)C)=O)[CH:48]=[CH:49][CH:50]=3)[CH:41]=2)=[CH:37][CH:36]=1.C(N(CC)C(C)C)(C)C.FC(F)(F)C(O)=O. (2) Given the product [Cl:7][S:4]([NH:3][C:2](=[O:1])[O:12][C:9]([CH3:11])([CH3:10])[CH3:8])(=[O:6])=[O:5], predict the reactants needed to synthesize it. The reactants are: [O:1]=[C:2]=[N:3][S:4]([Cl:7])(=[O:6])=[O:5].[CH3:8][C:9]([OH:12])([CH3:11])[CH3:10].CCCCCC. (3) Given the product [Cl:23][C:24]1[N:25]=[CH:26][N:27]=[C:28]([O:1][C:2]2[CH:3]=[C:4]3[C:9](=[CH:10][CH:11]=2)[C:8]([C:12]([NH:14][CH2:15][CH2:16][N:17]2[CH2:18][CH2:19][O:20][CH2:21][CH2:22]2)=[O:13])=[CH:7][CH:6]=[CH:5]3)[CH:29]=1, predict the reactants needed to synthesize it. The reactants are: [OH:1][C:2]1[CH:3]=[C:4]2[C:9](=[CH:10][CH:11]=1)[C:8]([C:12]([NH:14][CH2:15][CH2:16][N:17]1[CH2:22][CH2:21][O:20][CH2:19][CH2:18]1)=[O:13])=[CH:7][CH:6]=[CH:5]2.[Cl:23][C:24]1[CH:29]=[C:28](Cl)[N:27]=[CH:26][N:25]=1.C1CCN2C(=NCCC2)CC1.ClC1N=C(OC2C=C3C(=CC=2)C(C(NCCN2CCOCC2)=O)=CC=C3)C=CN=1. (4) Given the product [CH3:6][O:7][C:8]1[CH:20]=[CH:19][C:11]([O:12][CH2:13][C:14]([CH3:17])([CH3:18])[CH:15]([OH:16])[CH2:3][C:2]#[CH:1])=[CH:10][CH:9]=1, predict the reactants needed to synthesize it. The reactants are: [CH:1]([Mg]Br)=[C:2]=[CH2:3].[CH3:6][O:7][C:8]1[CH:20]=[CH:19][C:11]([O:12][CH2:13][C:14]([CH3:18])([CH3:17])[CH:15]=[O:16])=[CH:10][CH:9]=1.[NH4+].[Cl-]. (5) Given the product [Cl:1][C:2]1[CH:7]=[C:6]([C:5]([N+:9]([O-:11])=[O:10])=[CH:4][N:3]=1)[C:8]([OH:13])=[O:12], predict the reactants needed to synthesize it. The reactants are: [Cl:1][C:2]1[CH:7]=[C:6]([CH3:8])[C:5]([N+:9]([O-:11])=[O:10])=[CH:4][N:3]=1.[OH2:12].[OH2:13].[Cr](O[Cr]([O-])(=O)=O)([O-])(=O)=O.[Na+].[Na+]. (6) The reactants are: [NH2:1][C@@H:2]1[CH2:7][CH2:6][N:5]([C:8]2[C:9]([Cl:40])=[C:10]([NH:16][C:17]3[N:22]=[C:21]([N:23]([CH2:33][CH3:34])[CH2:24][C:25]4[CH:30]=[CH:29][C:28]([O:31][CH3:32])=[CH:27][CH:26]=4)[C:20]4=[N:35][CH:36]=[C:37]([C:38]#[N:39])[N:19]4[N:18]=3)[CH:11]=[C:12]([C:14]#[N:15])[CH:13]=2)[CH2:4][C@H:3]1[OH:41].CCN(C(C)C)C(C)C.Cl[CH2:52][CH:53]1[CH2:55][O:54]1. Given the product [Cl:40][C:9]1[C:8]([N:5]2[CH2:6][CH2:7][C@@H:2]([N:1]3[CH2:55][CH:53]([OH:54])[CH2:52]3)[C@H:3]([OH:41])[CH2:4]2)=[CH:13][C:12]([C:14]#[N:15])=[CH:11][C:10]=1[NH:16][C:17]1[N:22]=[C:21]([N:23]([CH2:33][CH3:34])[CH2:24][C:25]2[CH:26]=[CH:27][C:28]([O:31][CH3:32])=[CH:29][CH:30]=2)[C:20]2=[N:35][CH:36]=[C:37]([C:38]#[N:39])[N:19]2[N:18]=1, predict the reactants needed to synthesize it. (7) Given the product [NH2:31][C:29](=[O:30])[C@@H:28]([NH:27][C:26]([C@@H:22]1[CH2:23][CH2:24][CH2:25][N:21]1[C:19]([C@@H:15]1[CH2:16][CH2:17][CH2:18][N:14]1[C:12](=[O:13])[C@@H:11]([NH2:10])[CH2:35][OH:36])=[O:20])=[O:34])[CH2:32][OH:33], predict the reactants needed to synthesize it. The reactants are: C(OC(=O)[NH:10][C@@H:11]([CH2:35][OH:36])[C:12]([N:14]1[CH2:18][CH2:17][CH2:16][C@H:15]1[C:19]([N:21]1[CH2:25][CH2:24][CH2:23][C@H:22]1[C:26](=[O:34])[NH:27][C@@H:28]([CH2:32][OH:33])[C:29]([NH2:31])=[O:30])=[O:20])=[O:13])C1C=CC=CC=1. (8) Given the product [NH2:11][C@H:12]1[CH2:17][CH2:16][N:15]([C:18]2[CH:23]=[C:22]([C:24]([O:26][CH2:27][CH3:28])=[O:25])[C:21]([CH3:29])=[CH:20][N:19]=2)[CH2:14][C@H:13]1[O:30][CH3:31], predict the reactants needed to synthesize it. The reactants are: C(OC([NH:11][C@H:12]1[CH2:17][CH2:16][N:15]([C:18]2[CH:23]=[C:22]([C:24]([O:26][CH2:27][CH3:28])=[O:25])[C:21]([CH3:29])=[CH:20][N:19]=2)[CH2:14][C@H:13]1[O:30][CH3:31])=O)C1C=CC=CC=1.